Task: Binary Classification. Given a drug SMILES string, predict its activity (active/inactive) in a high-throughput screening assay against a specified biological target.. Dataset: KCNQ2 potassium channel screen with 302,405 compounds (1) The molecule is Clc1cc2c(nc(n(O)c2=O)c2ccc([N+]([O-])=O)cc2)cc1. The result is 1 (active). (2) The drug is s1nnc2cc(C(=O)N3CCOCC3)ccc12. The result is 0 (inactive).